From a dataset of NCI-60 drug combinations with 297,098 pairs across 59 cell lines. Regression. Given two drug SMILES strings and cell line genomic features, predict the synergy score measuring deviation from expected non-interaction effect. (1) Drug 1: C1=CC(=CC=C1CCCC(=O)O)N(CCCl)CCCl. Drug 2: CC1=C(N=C(N=C1N)C(CC(=O)N)NCC(C(=O)N)N)C(=O)NC(C(C2=CN=CN2)OC3C(C(C(C(O3)CO)O)O)OC4C(C(C(C(O4)CO)O)OC(=O)N)O)C(=O)NC(C)C(C(C)C(=O)NC(C(C)O)C(=O)NCCC5=NC(=CS5)C6=NC(=CS6)C(=O)NCCC[S+](C)C)O. Cell line: UACC62. Synergy scores: CSS=17.4, Synergy_ZIP=-9.42, Synergy_Bliss=-3.09, Synergy_Loewe=-4.22, Synergy_HSA=-2.32. (2) Drug 1: C1=CC(=C2C(=C1NCCNCCO)C(=O)C3=C(C=CC(=C3C2=O)O)O)NCCNCCO. Drug 2: C1CN(P(=O)(OC1)NCCCl)CCCl. Cell line: M14. Synergy scores: CSS=25.5, Synergy_ZIP=2.41, Synergy_Bliss=6.17, Synergy_Loewe=-35.4, Synergy_HSA=4.83. (3) Drug 1: C1CCC(CC1)NC(=O)N(CCCl)N=O. Drug 2: CC1=C(C=C(C=C1)C(=O)NC2=CC(=CC(=C2)C(F)(F)F)N3C=C(N=C3)C)NC4=NC=CC(=N4)C5=CN=CC=C5. Cell line: CAKI-1. Synergy scores: CSS=21.3, Synergy_ZIP=-10.3, Synergy_Bliss=-8.11, Synergy_Loewe=-3.03, Synergy_HSA=-3.00.